This data is from Forward reaction prediction with 1.9M reactions from USPTO patents (1976-2016). The task is: Predict the product of the given reaction. (1) Given the reactants [Cl:1][C:2]1[CH:12]=[CH:11][C:5]([CH2:6][NH:7][CH2:8][CH2:9]O)=[CH:4][CH:3]=1.O=S(Cl)[Cl:15], predict the reaction product. The product is: [Cl-:1].[Cl:1][C:2]1[CH:12]=[CH:11][C:5]([CH2:6][NH2+:7][CH2:8][CH2:9][Cl:15])=[CH:4][CH:3]=1. (2) Given the reactants [H-].[Na+].[OH:3][CH:4]1[CH2:9][CH2:8][N:7]([C:10]([O:12][C:13]([CH3:16])([CH3:15])[CH3:14])=[O:11])[CH2:6][CH2:5]1.Cl[C:18]1[C:19]([C:25]([NH:27][C:28]2[CH:40]=[CH:39][C:31]([C:32]([O:34][C:35]([CH3:38])([CH3:37])[CH3:36])=[O:33])=[CH:30][CH:29]=2)=[O:26])=[N:20][CH:21]=[C:22]([Cl:24])[CH:23]=1.[OH-].[Na+], predict the reaction product. The product is: [C:35]([O:34][C:32]([C:31]1[CH:30]=[CH:29][C:28]([NH:27][C:25]([C:19]2[C:18]([O:3][CH:4]3[CH2:5][CH2:6][N:7]([C:10]([O:12][C:13]([CH3:16])([CH3:15])[CH3:14])=[O:11])[CH2:8][CH2:9]3)=[CH:23][C:22]([Cl:24])=[CH:21][N:20]=2)=[O:26])=[CH:40][CH:39]=1)=[O:33])([CH3:38])([CH3:36])[CH3:37]. (3) Given the reactants [Cl:1][C:2]1[CH:3]=[N:4][C:5]2[N:6]([N:8]=[C:9]([C:11]([OH:13])=O)[CH:10]=2)[CH:7]=1.[Cl:14][C:15]1[CH:16]=[CH:17][CH:18]=[C:19]2[C:24]=1[N:23]([CH3:25])[NH:22][CH2:21][CH2:20]2, predict the reaction product. The product is: [Cl:14][C:15]1[CH:16]=[CH:17][CH:18]=[C:19]2[C:24]=1[N:23]([CH3:25])[N:22]([C:11]([C:9]1[CH:10]=[C:5]3[N:4]=[CH:3][C:2]([Cl:1])=[CH:7][N:6]3[N:8]=1)=[O:13])[CH2:21][CH2:20]2.